From a dataset of Full USPTO retrosynthesis dataset with 1.9M reactions from patents (1976-2016). Predict the reactants needed to synthesize the given product. (1) Given the product [NH2:36][C@@H:33]([CH2:26][C:27]1[CH:32]=[CH:31][CH:30]=[CH:29][CH:28]=1)[CH2:34][O:1][C:2]1[CH:3]=[CH:4][C:5]([C:8]2[CH:9]=[N:10][CH:11]=[C:12]([C:15]=2[NH:16][C:17]2[CH:25]=[CH:24][CH:23]=[C:22]3[C:18]=2[CH:19]=[CH:20][NH:21]3)[C:13]#[N:14])=[CH:6][CH:7]=1, predict the reactants needed to synthesize it. The reactants are: [OH:1][C:2]1[CH:7]=[CH:6][C:5]([C:8]2[CH:9]=[N:10][CH:11]=[C:12]([C:15]=2[NH:16][C:17]2[CH:25]=[CH:24][CH:23]=[C:22]3[C:18]=2[CH:19]=[CH:20][NH:21]3)[C:13]#[N:14])=[CH:4][CH:3]=1.[CH2:26]([C@H:33]([NH:36]C(=O)OC(C)(C)C)[CH2:34]O)[C:27]1[CH:32]=[CH:31][CH:30]=[CH:29][CH:28]=1.C1C=CC(P(C2C=CC=CC=2)C2C=CC=CC=2)=CC=1.N(C(OCC)=O)=NC(OCC)=O.Cl. (2) Given the product [Cl:1][C:2]1[CH:3]=[C:4]([C:8]2[CH:9]=[C:10]([C:13]([O:15][CH2:16][CH3:17])=[O:14])[N:25]([C:19]3[CH:24]=[CH:23][CH:22]=[CH:21][CH:20]=3)[N:26]=2)[CH:5]=[N:6][CH:7]=1, predict the reactants needed to synthesize it. The reactants are: [Cl:1][C:2]1[CH:3]=[C:4]([C:8](=O)/[CH:9]=[C:10](/[C:13]([O:15][CH2:16][CH3:17])=[O:14])\O[Li])[CH:5]=[N:6][CH:7]=1.[C:19]1([NH:25][NH2:26])[CH:24]=[CH:23][CH:22]=[CH:21][CH:20]=1.